This data is from Catalyst prediction with 721,799 reactions and 888 catalyst types from USPTO. The task is: Predict which catalyst facilitates the given reaction. (1) Reactant: C(Cl)(=O)C(Cl)=O.[Cl:7][C:8]1[CH:9]=[C:10]([C:14]2[N:15]=[N:16][N:17]([CH:19]([CH3:25])[CH2:20][C:21]([NH:23][CH3:24])=O)[N:18]=2)[CH:11]=[CH:12][CH:13]=1.N1C(C)=CC=CC=1C.[C:34]([NH:42][NH2:43])(=O)[C:35]1[CH:40]=[CH:39][N:38]=[CH:37][CH:36]=1. Product: [Cl:7][C:8]1[CH:9]=[C:10]([C:14]2[N:15]=[N:16][N:17]([CH:19]([CH3:25])[CH2:20][C:21]3[N:23]([CH3:24])[C:34]([C:35]4[CH:40]=[CH:39][N:38]=[CH:37][CH:36]=4)=[N:42][N:43]=3)[N:18]=2)[CH:11]=[CH:12][CH:13]=1. The catalyst class is: 2. (2) Reactant: [CH3:1][S:2]([N:5]1[CH2:10][CH2:9][NH:8][CH2:7][CH2:6]1)(=[O:4])=[O:3].CN(C(ON1N=NC2C=CC=NC1=2)=[N+](C)C)C.F[P-](F)(F)(F)(F)F.CCN(C(C)C)C(C)C.[C:44]([NH:52][C@@H:53]([CH2:57][CH2:58][CH2:59][C:60]([O:62]C)=[O:61])[C:54](O)=[O:55])(=[O:51])[C:45]1[CH:50]=[CH:49][CH:48]=[CH:47][CH:46]=1.[Li+].[OH-]. Product: [C:44]([NH:52][C@H:53]([C:54]([N:8]1[CH2:9][CH2:10][N:5]([S:2]([CH3:1])(=[O:4])=[O:3])[CH2:6][CH2:7]1)=[O:55])[CH2:57][CH2:58][CH2:59][C:60]([OH:62])=[O:61])(=[O:51])[C:45]1[CH:46]=[CH:47][CH:48]=[CH:49][CH:50]=1. The catalyst class is: 24. (3) Reactant: Br[C:2]1[C:11]([O:12][CH3:13])=[C:10]2[C:5]([CH:6]=[CH:7][C:8]([CH3:14])=[N:9]2)=[CH:4][CH:3]=1.P([CH:28]1[CH2:33][CH2:32]CCC1)(C1CCCCC1)C1CCCCC1.C1(B(O)O)CC1.C(OCC)(=O)C. Product: [CH:32]1([C:2]2[C:11]([O:12][CH3:13])=[C:10]3[C:5]([CH:6]=[CH:7][C:8]([CH3:14])=[N:9]3)=[CH:4][CH:3]=2)[CH2:33][CH2:28]1. The catalyst class is: 874. (4) Reactant: [Br:1][C:2]1[CH:7]=[CH:6][C:5]([OH:8])=[C:4]([Cl:9])[CH:3]=1.[OH-].[K+].Cl[C:13]([F:23])([F:22])C(C1C=CC=CC=1)=O. The catalyst class is: 10. Product: [Br:1][C:2]1[CH:7]=[CH:6][C:5]([O:8][CH:13]([F:23])[F:22])=[C:4]([Cl:9])[CH:3]=1.